This data is from Full USPTO retrosynthesis dataset with 1.9M reactions from patents (1976-2016). The task is: Predict the reactants needed to synthesize the given product. (1) Given the product [CH:1]1[C:9]2[C:8]3[CH:10]=[CH:11][CH:12]=[CH:13][C:7]=3[S:6][C:5]=2[C:4]([C:14]2[CH:15]=[C:16]([C:20]3[CH:25]=[CH:24][CH:23]=[C:22]([C:30]4[C:31]5[O:38][C:37]6[CH:39]=[CH:40][CH:41]=[CH:42][C:36]=6[C:32]=5[N:33]=[CH:34][N:35]=4)[CH:21]=3)[CH:17]=[CH:18][CH:19]=2)=[CH:3][CH:2]=1, predict the reactants needed to synthesize it. The reactants are: [CH:1]1[C:9]2[C:8]3[CH:10]=[CH:11][CH:12]=[CH:13][C:7]=3[S:6][C:5]=2[C:4]([C:14]2[CH:15]=[C:16]([C:20]3[CH:25]=[CH:24][CH:23]=[C:22](B(O)O)[CH:21]=3)[CH:17]=[CH:18][CH:19]=2)=[CH:3][CH:2]=1.Cl[C:30]1[C:31]2[O:38][C:37]3[CH:39]=[CH:40][CH:41]=[CH:42][C:36]=3[C:32]=2[N:33]=[CH:34][N:35]=1.C(=O)([O-])[O-].[K+].[K+].C1(C)C=CC=CC=1. (2) Given the product [O:1]1[C:5]2[CH:6]=[CH:7][CH:8]=[CH:9][C:4]=2[N:3]=[C:2]1[N:10]([CH2:23][C:24]1[CH:25]=[C:26]([CH:41]=[CH:42][CH:43]=1)[O:27][C@H:28]([CH2:39][CH3:40])[C:29]([OH:31])=[O:30])[CH2:11][CH2:12][CH2:13][O:14][C:15]1[CH:16]=[CH:17][C:18]([O:21][CH3:22])=[CH:19][CH:20]=1, predict the reactants needed to synthesize it. The reactants are: [O:1]1[C:5]2[CH:6]=[CH:7][CH:8]=[CH:9][C:4]=2[N:3]=[C:2]1[N:10]([CH2:23][C:24]1[CH:25]=[C:26]([CH:41]=[CH:42][CH:43]=1)[O:27][C@H:28]([CH2:39][CH3:40])[C:29]([O:31]CC1C=CC=CC=1)=[O:30])[CH2:11][CH2:12][CH2:13][O:14][C:15]1[CH:20]=[CH:19][C:18]([O:21][CH3:22])=[CH:17][CH:16]=1.[OH-].[Na+]. (3) The reactants are: S(Cl)(Cl)=O.[NH2:5][C:6]1[N:14]=[CH:13][CH:12]=[CH:11][C:7]=1[C:8]([OH:10])=[O:9].[CH3:15]O. Given the product [CH3:15][O:9][C:8](=[O:10])[C:7]1[CH:11]=[CH:12][CH:13]=[N:14][C:6]=1[NH2:5], predict the reactants needed to synthesize it. (4) Given the product [CH3:30][O:31][C:32](=[O:41])[CH2:33][C:34]1[CH:39]=[CH:38][C:37]([O:40][CH2:24][CH2:23][O:22][C:21]2[CH:20]=[CH:19][C:18]([C:3]([OH:8])([C:2]([F:1])([F:28])[F:29])[C:4]([F:6])([F:7])[F:5])=[CH:27][CH:26]=2)=[CH:36][CH:35]=1, predict the reactants needed to synthesize it. The reactants are: [F:1][C:2]([F:29])([F:28])[C:3]([C:18]1[CH:27]=[CH:26][C:21]([O:22][CH2:23][CH2:24]O)=[CH:20][CH:19]=1)([O:8]CC1C=CC(OC)=CC=1)[C:4]([F:7])([F:6])[F:5].[CH3:30][O:31][C:32](=[O:41])[CH2:33][C:34]1[CH:39]=[CH:38][C:37]([OH:40])=[CH:36][CH:35]=1.COC(=O)C. (5) Given the product [CH3:10][O:9][C:6]1[CH:5]=[C:4]2[C:3]([CH:1]=[C:12]([C:13]3[N:20]=[CH:21][S:22][CH:23]=3)[NH:11]2)=[CH:8][CH:7]=1, predict the reactants needed to synthesize it. The reactants are: [C:1]([C:3]1[CH:8]=[CH:7][C:6]([O:9][CH3:10])=[CH:5][C:4]=1[NH:11][C:12](=O)[C:13](F)(F)F)#C.BrC1[N:20]=[CH:21][S:22][CH:23]=1.C(N(CC)CC)C.C(=O)([O-])[O-].[K+].[K+].